This data is from Forward reaction prediction with 1.9M reactions from USPTO patents (1976-2016). The task is: Predict the product of the given reaction. (1) Given the reactants NC1C=CC([C:8]2[C:13]([S:14]([NH2:17])(=[O:16])=[O:15])=[CH:12][CH:11]=[C:10]([NH2:18])[CH:9]=2)=CC=1.[Br:19][C:20]1[CH:25]=[CH:24][C:23]([N:26]=[C:27]=[O:28])=[CH:22][CH:21]=1, predict the reaction product. The product is: [CH:11]1[C:10]([NH:18][C:27]([NH:26][C:23]2[CH:22]=[CH:21][C:20]([Br:19])=[CH:25][CH:24]=2)=[O:28])=[CH:9][CH:8]=[C:13]([S:14]([NH2:17])(=[O:15])=[O:16])[CH:12]=1. (2) The product is: [C:19]1([C@H:9]2[C@H:9]([C:3]3[CH:4]=[CH:5][CH:6]=[CH:7][CH:2]=3)[C:10](=[O:11])[NH:12][C:10]2=[O:11])[C:13]2=[C:18]3[C:17](=[CH:16][CH:15]=[CH:14]2)[CH2:7][CH2:2][CH2:3][N:22]3[CH:20]=1. Given the reactants Cl[C:2]1[CH:7]=[C:6](F)[CH:5]=[CH:4][C:3]=1[CH2:9][C:10]([NH2:12])=[O:11].[C:13]1([CH2:19][C:20]([NH2:22])=O)[CH:18]=[CH:17][CH:16]=[CH:15][CH:14]=1, predict the reaction product. (3) Given the reactants [Cl:1][C:2]1[N:7]=[CH:6][N:5]=[C:4]2[NH:8][N:9]=[CH:10][C:3]=12.O[CH:12]1[CH2:17][CH2:16][N:15]([C:18]([O:20][C:21]([CH3:24])([CH3:23])[CH3:22])=[O:19])[CH2:14][CH2:13]1.C1C=CC(P(C2C=CC=CC=2)C2C=CC=CC=2)=CC=1.N(C(OCC)=O)=NC(OCC)=O, predict the reaction product. The product is: [Cl:1][C:2]1[N:7]=[CH:6][N:5]=[C:4]2[N:8]([CH:12]3[CH2:17][CH2:16][N:15]([C:18]([O:20][C:21]([CH3:24])([CH3:23])[CH3:22])=[O:19])[CH2:14][CH2:13]3)[N:9]=[CH:10][C:3]=12. (4) Given the reactants [CH3:1][O:2][C:3](=[O:13])[C:4]1[CH:9]=[C:8]([F:10])[C:7]([OH:11])=[C:6]([Br:12])[CH:5]=1.[C:14]([O-])([O-])=O.[K+].[K+].CI, predict the reaction product. The product is: [CH3:1][O:2][C:3](=[O:13])[C:4]1[CH:9]=[C:8]([F:10])[C:7]([O:11][CH3:14])=[C:6]([Br:12])[CH:5]=1. (5) Given the reactants C(OC([N:8]1[C:20]2[CH2:19][CH:18]([C:21]([S:27]([C:30]3[CH:35]=[CH:34][CH:33]=[CH:32][CH:31]=3)(=[O:29])=[O:28])([F:26])[C:22](=[O:25])[NH:23][CH3:24])[CH2:17][CH2:16][C:15]=2[C:14]2[C:9]1=[CH:10][CH:11]=[C:12]([Cl:36])[CH:13]=2)=O)(C)(C)C.[H-].[Na+].Br[CH2:40][C:41]1[CH:46]=[CH:45][CH:44]=[CH:43][CH:42]=1, predict the reaction product. The product is: [C:30]1([S:27]([C:21]([CH:18]2[CH2:17][CH2:16][C:15]3[C:14]4[C:9](=[CH:10][CH:11]=[C:12]([Cl:36])[CH:13]=4)[NH:8][C:20]=3[CH2:19]2)([F:26])[C:22]([N:23]([CH2:40][C:41]2[CH:46]=[CH:45][CH:44]=[CH:43][CH:42]=2)[CH3:24])=[O:25])(=[O:28])=[O:29])[CH:31]=[CH:32][CH:33]=[CH:34][CH:35]=1. (6) Given the reactants [CH2:1]([O:3][C:4]([C@H:6]1[CH2:11][CH2:10][CH2:9][NH:8][C@H:7]1[C:12]1[CH:17]=[CH:16][C:15]([NH:18][C:19]([O:21][C:22]([CH3:25])([CH3:24])[CH3:23])=[O:20])=[CH:14][CH:13]=1)=[O:5])[CH3:2].CCN(CC)CC.[CH3:33][C:34]1[CH:42]=[CH:41][CH:40]=[CH:39][C:35]=1[C:36](Cl)=[O:37], predict the reaction product. The product is: [CH2:1]([O:3][C:4]([C@H:6]1[CH2:11][CH2:10][CH2:9][N:8]([C:36](=[O:37])[C:35]2[CH:39]=[CH:40][CH:41]=[CH:42][C:34]=2[CH3:33])[C@H:7]1[C:12]1[CH:13]=[CH:14][C:15]([NH:18][C:19]([O:21][C:22]([CH3:24])([CH3:23])[CH3:25])=[O:20])=[CH:16][CH:17]=1)=[O:5])[CH3:2]. (7) Given the reactants [NH2:1][C:2]1[C:11]2[C:6](=[CH:7][CH:8]=[CH:9][CH:10]=2)[C:5]([O:12][C:13]2[C:22]3[NH:21][C:20](=[O:23])[CH:19]=[N:18][C:17]=3[N:16]=[CH:15][CH:14]=2)=[CH:4][CH:3]=1.[F:24][C:25]1[CH:30]=[CH:29][C:28]([C:31]([F:34])([F:33])[F:32])=[CH:27][C:26]=1[N:35]=[C:36]=[O:37], predict the reaction product. The product is: [F:24][C:25]1[CH:30]=[CH:29][C:28]([C:31]([F:34])([F:33])[F:32])=[CH:27][C:26]=1[NH:35][C:36]([NH:1][C:2]1[C:11]2[C:6](=[CH:7][CH:8]=[CH:9][CH:10]=2)[C:5]([O:12][C:13]2[C:22]3[NH:21][C:20](=[O:23])[CH:19]=[N:18][C:17]=3[N:16]=[CH:15][CH:14]=2)=[CH:4][CH:3]=1)=[O:37]. (8) Given the reactants [CH3:1][C:2]([O:4][CH2:5][C:6]1[CH2:15][S:14][C@@H:9]2[C@H:10]([NH2:13])[C:11](=[O:12])[N:8]2[C:7]=1[C:16]([OH:18])=[O:17])=[O:3].Cl.Cl[CH2:21][C:22]1[CH:27]=[CH:26][CH:25]=[CH:24][N:23]=1.[N:28]1[CH:33]=[CH:32][CH:31]=[CH:30][C:29]=1[CH:34]=O.[BH4-].[Na+], predict the reaction product. The product is: [C:2]([O:4][CH2:5][C:6]1[CH2:15][S:14][C@@H:9]2[N:8]([C:11](=[O:12])[C@H:10]2[N:13]([CH2:34][C:29]2[CH:30]=[CH:31][CH:32]=[CH:33][N:28]=2)[CH2:21][C:22]2[CH:27]=[CH:26][CH:25]=[CH:24][N:23]=2)[C:7]=1[C:16]([OH:18])=[O:17])(=[O:3])[CH3:1]. (9) Given the reactants C#CCCCC(O)CCCCCC.Br[CH2:15][CH2:16][CH2:17][CH2:18][CH2:19][CH2:20][CH2:21][O:22][Si:23]([C:26]([CH3:29])([CH3:28])[CH3:27])([CH3:25])[CH3:24].[CH3:30][Si:31]([CH3:39])([CH3:38])[C:32]#[C:33][CH2:34][CH2:35][CH:36]=[O:37].[Mg], predict the reaction product. The product is: [O:22]([CH2:21][CH2:20][CH2:19][CH2:18][CH2:17][CH2:16][CH2:15][CH:36]([OH:37])[CH2:35][CH2:34][C:33]#[C:32][Si:31]([CH3:39])([CH3:38])[CH3:30])[Si:23]([C:26]([CH3:29])([CH3:28])[CH3:27])([CH3:25])[CH3:24]. (10) Given the reactants Cl.[Cl:2][C:3]1[CH:8]=[CH:7][C:6]([C:9]([N:11]2[CH2:15][CH:14]([N:16]3[CH2:21][CH2:20][NH:19][CH2:18][CH2:17]3)[CH:13]([OH:22])[CH2:12]2)=[O:10])=[CH:5][CH:4]=1.[BH3-]C#N.[Na+].CC([O-])=O.[Na+].[Cl:32][C:33]1[CH:40]=[CH:39][C:36]([CH:37]=O)=[CH:35][CH:34]=1, predict the reaction product. The product is: [Cl:32][C:33]1[CH:40]=[CH:39][C:36]([CH2:37][N:19]2[CH2:20][CH2:21][N:16]([CH:14]3[CH:13]([OH:22])[CH2:12][N:11]([C:9]([C:6]4[CH:7]=[CH:8][C:3]([Cl:2])=[CH:4][CH:5]=4)=[O:10])[CH2:15]3)[CH2:17][CH2:18]2)=[CH:35][CH:34]=1.